From a dataset of Reaction yield outcomes from USPTO patents with 853,638 reactions. Predict the reaction yield, written as a fraction of the theoretical maximum amount of product (1.0 means a 100% yield; for example, 0.34 means a 34% yield). (1) The reactants are [F:1][C:2]1[CH:7]=[CH:6][CH:5]=[C:4]([F:8])[C:3]=1[NH:9][C:10](=[NH:21])[CH2:11][C:12]([C:14]1[CH:19]=[CH:18][C:17]([F:20])=[CH:16][CH:15]=1)=[O:13].[C:22](OC)(=[O:25])[C:23]#[CH:24]. The catalyst is CO. The product is [NH2:21][C:10]1[N:9]([C:3]2[C:2]([F:1])=[CH:7][CH:6]=[CH:5][C:4]=2[F:8])[C:22](=[O:25])[CH:23]=[CH:24][C:11]=1[C:12](=[O:13])[C:14]1[CH:15]=[CH:16][C:17]([F:20])=[CH:18][CH:19]=1. The yield is 0.430. (2) The reactants are [CH3:1][O:2][C:3]1[CH:4]=[C:5]([CH:31]=[CH:32][C:33]=1[O:34][CH3:35])[CH2:6][C:7]1[N:11]([C:12]2[CH:17]=[C:16]([CH3:18])[N:15]=[C:14]([CH3:19])[N:13]=2)[N:10]=[C:9]([N:20](CC2C=CC(OC)=CC=2)[CH3:21])[N:8]=1.C(O)(C(F)(F)F)=O.C([O-])(O)=O.[Na+]. No catalyst specified. The product is [CH3:1][O:2][C:3]1[CH:4]=[C:5]([CH:31]=[CH:32][C:33]=1[O:34][CH3:35])[CH2:6][C:7]1[N:11]([C:12]2[CH:17]=[C:16]([CH3:18])[N:15]=[C:14]([CH3:19])[N:13]=2)[N:10]=[C:9]([NH:20][CH3:21])[N:8]=1. The yield is 0.500. (3) The reactants are [CH2:1]([O:3][C:4]([C:6]1[CH:7]=[C:8]2[C:13](=[CH:14][CH:15]=1)[NH:12][CH:11]([C:16]1[CH:21]=[C:20]([O:22][CH3:23])[CH:19]=[C:18]([Br:24])[CH:17]=1)[C:10]([CH3:26])([CH3:25])[CH:9]2O)=[O:5])[CH3:2].C([SiH](CC)CC)C. The catalyst is FC(F)(F)C(O)=O. The product is [CH2:1]([O:3][C:4]([C:6]1[CH:7]=[C:8]2[C:13](=[CH:14][CH:15]=1)[NH:12][CH:11]([C:16]1[CH:21]=[C:20]([O:22][CH3:23])[CH:19]=[C:18]([Br:24])[CH:17]=1)[C:10]([CH3:25])([CH3:26])[CH2:9]2)=[O:5])[CH3:2]. The yield is 0.520. (4) The product is [F:1][C:2]1([F:32])[CH2:7][CH2:6][N:5]([S:8]([NH:11][C:12]([C:14]2[CH2:18][CH:17]([C:19]3[CH:24]=[CH:23][CH:22]=[CH:21][CH:20]=3)[N:16]([C:25]3[CH:30]=[CH:29][C:28]([Cl:31])=[CH:27][CH:26]=3)[N:15]=2)=[N:43][CH3:42])(=[O:10])=[O:9])[CH2:4][CH2:3]1. The yield is 0.876. The catalyst is ClCCl.CN(C1C=CN=CC=1)C.O. The reactants are [F:1][C:2]1([F:32])[CH2:7][CH2:6][N:5]([S:8]([NH:11][C:12]([C:14]2[CH2:18][CH:17]([C:19]3[CH:24]=[CH:23][CH:22]=[CH:21][CH:20]=3)[N:16]([C:25]3[CH:30]=[CH:29][C:28]([Cl:31])=[CH:27][CH:26]=3)[N:15]=2)=O)(=[O:10])=[O:9])[CH2:4][CH2:3]1.O=P(Cl)(Cl)Cl.Cl.CN.C[CH2:42][N:43](C(C)C)C(C)C.Cl. (5) The yield is 0.470. The product is [F:21][C:22]1[CH:30]=[C:29]2[C:25]([C:26]([C:40]3[C:41]([CH3:51])=[N:42][N:43]([CH2:46][CH2:47][C:48]([NH2:50])=[O:49])[C:44]=3[CH3:45])=[CH:27][NH:28]2)=[CH:24][CH:23]=1. No catalyst specified. The reactants are FC1C=C2C(C(I)=CN2S(C2C=CC=CC=2)(=O)=O)=CC=1.[F:21][C:22]1[CH:30]=[C:29]2[C:25]([C:26]([C:40]3[C:41]([CH3:51])=[N:42][N:43]([CH2:46][CH2:47][C:48]([NH2:50])=[O:49])[C:44]=3[CH3:45])=[CH:27][N:28]2S(C2C=CC=CC=2)(=O)=O)=[CH:24][CH:23]=1. (6) The reactants are [NH2:1][C:2]1[C:14]([F:15])=[C:13]2[C:5]([C:6]3[C:11]([CH2:16][CH2:17][CH2:18][CH3:19])([CH2:12]2)[CH2:10][CH2:9][C:8](=[O:20])[C:7]=3[Br:21])=[CH:4][C:3]=1[F:22].[C:23](Cl)([CH3:25])=[O:24].N1C=CC=CC=1.[OH-].[Na+]. The catalyst is C(Cl)Cl.CCO. The product is [C:23]([NH:1][C:2]1[C:14]([F:15])=[C:13]2[C:5]([C:6]3[C:11]([CH2:16][CH2:17][CH2:18][CH3:19])([CH2:12]2)[CH2:10][CH2:9][C:8](=[O:20])[C:7]=3[Br:21])=[CH:4][C:3]=1[F:22])(=[O:24])[CH3:25]. The yield is 0.900. (7) The reactants are [Cl:1][C:2]1[C:7]([N+:8]([O-:10])=[O:9])=[C:6](Cl)[N:5]=[C:4]([N:12]2[CH2:17][CH2:16][O:15][CH2:14][CH2:13]2)[CH:3]=1.[CH3:18][O-:19].[Na+]. The catalyst is CO. The product is [Cl:1][C:2]1[C:7]([N+:8]([O-:10])=[O:9])=[C:6]([O:19][CH3:18])[N:5]=[C:4]([N:12]2[CH2:17][CH2:16][O:15][CH2:14][CH2:13]2)[CH:3]=1. The yield is 0.450. (8) The reactants are [Br-].[C:2]([CH2:5][CH2:6][P+](C1C=CC=CC=1)(C1C=CC=CC=1)C1C=CC=CC=1)([OH:4])=[O:3].[CH3:26][O:27][C:28]1[CH:35]=[CH:34][C:31]([CH:32]=O)=[CH:30][CH:29]=1.[H-].[Na+]. The catalyst is CS(C)=O.O1CCCC1. The product is [CH3:26][O:27][C:28]1[CH:35]=[CH:34][C:31](/[CH:32]=[CH:6]/[CH2:5][C:2]([OH:4])=[O:3])=[CH:30][CH:29]=1. The yield is 0.550. (9) The reactants are [NH:1]1[CH:5]=[CH:4][N:3]=[N:2]1.[CH3:6][O-:7].[Na+:8].C[OH:10]. No catalyst specified. The product is [NH:1]1[CH:5]=[C:4]([C:6]([O-:10])=[O:7])[N:3]=[N:2]1.[Na+:8]. The yield is 0.980.